From a dataset of Forward reaction prediction with 1.9M reactions from USPTO patents (1976-2016). Predict the product of the given reaction. (1) Given the reactants [F:1][CH2:2][C@@H:3]1[C@@H:7]([C:8]2[CH:13]=[CH:12][C:11]([C:14]3[O:18][N:17]=[C:16]([CH2:19]OS(C)(=O)=O)[CH:15]=3)=[CH:10][CH:9]=2)[O:6][C:5]([CH3:26])([CH3:25])[N:4]1[C:27]([O:29][C:30]([CH3:33])([CH3:32])[CH3:31])=[O:28].[OH-].[NH4+:35], predict the reaction product. The product is: [NH2:35][CH2:19][C:16]1[CH:15]=[C:14]([C:11]2[CH:10]=[CH:9][C:8]([C@H:7]3[O:6][C:5]([CH3:26])([CH3:25])[N:4]([C:27]([O:29][C:30]([CH3:32])([CH3:31])[CH3:33])=[O:28])[C@@H:3]3[CH2:2][F:1])=[CH:13][CH:12]=2)[O:18][N:17]=1. (2) Given the reactants [I:1][C:2]1[C:10]2[NH:9][C:8]3[CH2:11][CH2:12][NH:13][CH2:14][C:7]=3[C:6]=2[CH:5]=[CH:4][CH:3]=1.C([O-])([O-])=O.[Na+].[Na+].[CH3:21][C:22]([O:25][C:26](O[C:26]([O:25][C:22]([CH3:24])([CH3:23])[CH3:21])=[O:27])=[O:27])([CH3:24])[CH3:23].CCOC(C)=O, predict the reaction product. The product is: [C:22]([O:25][C:26]([N:13]1[CH2:12][CH2:11][C:8]2[NH:9][C:10]3[C:2]([I:1])=[CH:3][CH:4]=[CH:5][C:6]=3[C:7]=2[CH2:14]1)=[O:27])([CH3:24])([CH3:23])[CH3:21]. (3) Given the reactants [CH2:1]([O:3][C:4](=[O:33])[CH2:5][NH:6][CH2:7][C:8]1[CH:13]=[CH:12][CH:11]=[C:10]([O:14][CH2:15][CH2:16][C:17]2[N:18]=[C:19]([C:23]3[CH:28]=[CH:27][C:26]([C:29]([F:32])([F:31])[F:30])=[CH:25][CH:24]=3)[O:20][C:21]=2[CH3:22])[CH:9]=1)[CH3:2].[CH2:34]([N:36]([CH2:41][CH3:42])[S:37](Cl)(=[O:39])=[O:38])[CH3:35].C(N(CC)CC)C, predict the reaction product. The product is: [CH2:1]([O:3][C:4](=[O:33])[CH2:5][N:6]([S:37]([N:36]([CH2:41][CH3:42])[CH2:34][CH3:35])(=[O:39])=[O:38])[CH2:7][C:8]1[CH:13]=[CH:12][CH:11]=[C:10]([O:14][CH2:15][CH2:16][C:17]2[N:18]=[C:19]([C:23]3[CH:28]=[CH:27][C:26]([C:29]([F:30])([F:32])[F:31])=[CH:25][CH:24]=3)[O:20][C:21]=2[CH3:22])[CH:9]=1)[CH3:2].